Dataset: Forward reaction prediction with 1.9M reactions from USPTO patents (1976-2016). Task: Predict the product of the given reaction. Given the reactants Br[C:2]1[NH:3][CH:4]=[CH:5][N:6]=1.CC1(C)C(C)(C)OB([C:15]2[CH2:20][CH2:19][N:18]([C:21]([O:23][C:24]([CH3:27])([CH3:26])[CH3:25])=[O:22])[CH2:17][CH:16]=2)O1.C(=O)([O-])[O-].[Na+].[Na+].C(OCC)(=O)C, predict the reaction product. The product is: [NH:6]1[CH:5]=[CH:4][N:3]=[C:2]1[C:15]1[CH2:20][CH2:19][N:18]([C:21]([O:23][C:24]([CH3:27])([CH3:26])[CH3:25])=[O:22])[CH2:17][CH:16]=1.